From a dataset of Experimentally validated miRNA-target interactions with 360,000+ pairs, plus equal number of negative samples. Binary Classification. Given a miRNA mature sequence and a target amino acid sequence, predict their likelihood of interaction. (1) The miRNA is mmu-miR-5132-5p with sequence GCGUGGGGUGGUGGACUCAGG. The protein sequence of the target gene is METQVLTPHVYWAQRHRELYLRVELSDVQNPAISITDNVLHFKAQGHGAKGDNVYEFHLEFLDLVKPEPAYRLTQRQVNITVQKKGSHWWERLTKQEKRPLFLAPDFDRWLDESDAEMELRAKEEERLNKLRLEREGSPETLTNLKKGYLFMYNLVQLLGFSWIFVNLTVRFFILGKESFYDTFHNVADMMYFCQMLALVETLNAAIGVTSTPVLPALIQFLGRNFILFLVFGTMEEMQNKAVVFFVFYSWSAIEIFRYPFYMLSCIDMDWKVLTWLRYTMWIPLYPLGCLSEAVAVIQS.... Result: 0 (no interaction). (2) The miRNA is hsa-miR-548ap-3p with sequence AAAAACCACAAUUACUUUU. The protein sequence of the target gene is MPQTRSQAQATISFPKRKLSRALNKAKNSSDAKLEPTNVQTVTCSPRVKALPLSPRKRLGDDNLCNTPHLPPCSPPKQGKKENGPPHSHTLKGRRLVFDNQLTIKSPSKRELAKVHQNKILSSVRKSQEITTNSEQRCPLKKESACVRLFKQEGTCYQQAKLVLNTAVPDRLPAREREMDVIRNFLREHICGKKAGSLYLSGAPGTGKTACLSRILQDLKKELKGFKTIMLNCMSLRTAQAVFPAIAQEICQEEVSRPAGKDMMRKLEKHMTAEKGPMIVLVLDEMDQLDSKGQDVLYTL.... Result: 1 (interaction). (3) The miRNA is hsa-miR-124-3p with sequence UAAGGCACGCGGUGAAUGCCAA. The protein sequence of the target gene is MRDRLPDLTACRKNDDGDTVVVVEKDHFMDDFFHQVEEIRNSIDKITQYVEEVKKNHSIILSAPNPEGKIKEELEDLNKEIKKTANKIRAKLKAIEQSFDQDESGNRTSVDLRIRRTQHSVLSRKFVEAMAEYNEAQTLFRERSKGRIQRQLEITGRTTTDDELEEMLESGKPSIFTSDIISDSQITRQALNEIESRHKDIMKLETSIRELHEMFMDMAMFVETQGEMINNIERNVMNATDYVEHAKEETKKAIKYQSKARRKKWIIIAVSVVLVAIIALIIGLSVGK. Result: 1 (interaction). (4) The miRNA is rno-miR-9a-5p with sequence UCUUUGGUUAUCUAGCUGUAUGA. The protein sequence of the target gene is MAEAVFHAPKRKRRVYETYESPLPIPFGQDHGPLKEFKIFRAEMINNNVIVRNAEDIEQLYGKGYFGKGILSRSRPSFTISDPKLVAKWKDMKTNMPIITSKRYQHSVEWAAELMRRQGQDESTVRRILKDYTKPLEHPPVKRNEEAQVHDKLNSGMVSNMEGTAGGERPSVVNGDSGKSGGVGDPREPLGCLQEGSGCHPTTESFEKSVREDASPLPHVCCCKQDALILQRGLHHEDGSQHIGLLHPGDRGPDHEYVLVEEAECAMSEREAAPNEELVQRNRLICRRNPYRIFEYLQLS.... Result: 0 (no interaction). (5) The miRNA is hsa-miR-508-5p with sequence UACUCCAGAGGGCGUCACUCAUG. The protein sequence of the target gene is MRIWWLLLAIEICTGNINSQDTCRQGHPGIPGNPGHNGLPGRDGRDGAKGDKGDAGEPGRPGSPGKDGTSGEKGERGADGKVEAKGIKGDQGSRGSPGKHGPKGLAGPMGEKGLRGETGPQGQKGNKGDVGPTGPEGPRGNIGPLGPTGLPGPMGPIGKPGPKGEAGPTGPQGEPGVRGIRGWKGDRGEKGKIGETLVLPKSAFTVGLTVLSKFPSSDMPIKFDKILYNEFNHYDTAAGKFTCHIAGVYYFTYHITVFSRNVQVSLVKNGVKILHTKDAYMSSEDQASGGIVLQLKLGDE.... Result: 0 (no interaction). (6) The miRNA is hsa-miR-648 with sequence AAGUGUGCAGGGCACUGGU. The protein sequence of the target gene is MLDCLRLALLCALPWLLRAAVPGHQEEPLAKSAELRRDPRDPARGADFDRVYSGVVSLSTENIYSFNHTSHPGQVTAVRVHVNSSSDNLDYPVLVVVRQQKEVLSWQVPLLFQGLYQRSYNYQEVSRTLCPSKATNETGPLEQLIFVDVASMAPHGAHYKLLVTKIKHFQLPTNVAFYFTASPSQPQYFLYKFPEDVDSVIIKVVSEKAYPCSVVSVQNIMCPVYDLDHNVEFNGVYQSMTKKAAITLQKKDFPDEQFFVVFVIKPEDYACGGSFSIQENENQTWNLQRSKNLKVTIVPS.... Result: 0 (no interaction). (7) The miRNA is hsa-miR-6807-5p with sequence GUGAGCCAGUGGAAUGGAGAGG. The protein sequence of the target gene is MVLSQEEPDSARGTSEAQPLGPAPTGAAPPPGPGPSDSPEAAVEKVEVELAGPATAEPHEPPEPPEGGWGWLVMLAAMWCNGSVFGIQNACGVLFVSMLETFGSKDDDKMVFKTAWVGSLSMGMIFFCCPIVSVFTDLFGCRKTAVVGAAVGFVGLMSSSFVSSIEPLYLTYGIIFACGCSFAYQPSLVILGHYFKKRLGLVNGIVTAGSSVFTILLPLLLRVLIDSVGLFYTLRVLCIFMFVLFLAGFTYRPLATSTKDKESGGSGSSLFSRKKFSPPKKIFNFAIFKVTAYAVWAVGI.... Result: 1 (interaction). (8) The miRNA is hsa-miR-302a-5p with sequence ACUUAAACGUGGAUGUACUUGCU. The protein sequence of the target gene is MTTSYMNGHVTEESDSGIKNLDLASPEEYPKHREMAVDCPGDLGTRMMPVRRSAQLERIRQQQEDMRRRREEEGKKQELDLNSSMRLKKLAQIPPKTGIDNPIFDTEEGIVLESPHYAVNILDVEDLFSSLKHIQHTLVDSQSQEDISLLLQLVQNRDFQNAFKIHNAVTVHMSKASPPFPLIANVQDLVQEVQTVLKPVHQKEGQELTALLNAPHIQALLLAHDKVAEQEMQLEPITDERVYESIGHYGGETVKIVRIEKARDIPLGATVRNEMDSVIISRIVKGGAAEKSGLLHEGDE.... Result: 0 (no interaction). (9) The miRNA is cgr-miR-30a-5p with sequence UGUAAACAUCCUCGACUGGAAGC. The protein sequence of the target gene is MAKSAEVKLAIFGRAGVGKSAIVVRFLTKRFIWEYDPTLESTYRHQATIDDEVVSMEILDTAGQEDTIQREGHMRWGEGFVLVYDITDRGSFEEVLPLKNILDEVKKPKNVTLILVGNKADLDHSRQVSTEEGEKLATELACAFYECSACTGEGNITEVFYELCREVRRRRMVQGKTRRRSSTTHVKQAINKMLTKISS. Result: 0 (no interaction). (10) The miRNA is hsa-miR-130b-5p with sequence ACUCUUUCCCUGUUGCACUAC. The protein sequence of the target gene is MPNSERHGGKKDGSGGASGTLQPSSGGGSSNSRERHRLVSKHKRHKSKHSKDMGLVTPEAASLGTVIKPLVEYDDISSDSDTFSDDMAFKLDRRENDERRGSDRSDRLHKHRHHQHRRSRDLLKAKQTEKEKSQEVSSKSGSMKDRISGSSKRSNEETDDYGKAQVAKSSSKESRSSKLHKEKTRKERELKSGHKDRSKSHRKRETPKSYKTVDSPKRRSRSPHRKWSDSSKQDDSPSGASYGQDYDLSPSRSHTSSNYDSYKKSPGSTSRRQSVSPPYKEPSAYQSSTRSPSPYSRRQR.... Result: 1 (interaction).